This data is from Peptide-MHC class I binding affinity with 185,985 pairs from IEDB/IMGT. The task is: Regression. Given a peptide amino acid sequence and an MHC pseudo amino acid sequence, predict their binding affinity value. This is MHC class I binding data. (1) The peptide sequence is PLRPMTYK. The MHC is HLA-A24:02 with pseudo-sequence HLA-A24:02. The binding affinity (normalized) is 0. (2) The peptide sequence is STYQFSLMQ. The MHC is HLA-A26:01 with pseudo-sequence HLA-A26:01. The binding affinity (normalized) is 0.0847. (3) The peptide sequence is SEAFLIGANY. The MHC is HLA-B44:02 with pseudo-sequence HLA-B44:02. The binding affinity (normalized) is 0.803. (4) The peptide sequence is LMGHFSWWT. The MHC is HLA-A02:01 with pseudo-sequence HLA-A02:01. The binding affinity (normalized) is 0.902. (5) The peptide sequence is GLKGAVTLT. The MHC is HLA-A02:01 with pseudo-sequence HLA-A02:01. The binding affinity (normalized) is 0. (6) The peptide sequence is YLRLYIILAR. The MHC is HLA-A68:01 with pseudo-sequence HLA-A68:01. The binding affinity (normalized) is 0.751. (7) The peptide sequence is LTMFLIAENK. The MHC is HLA-A11:01 with pseudo-sequence HLA-A11:01. The binding affinity (normalized) is 0.670.